Dataset: Catalyst prediction with 721,799 reactions and 888 catalyst types from USPTO. Task: Predict which catalyst facilitates the given reaction. (1) Reactant: [CH3:1][S:2]([O:5][CH2:6][C@@H:7]([NH:9][C:10]([O:12][C:13]([CH3:16])([CH3:15])[CH3:14])=[O:11])[CH3:8])(=[O:4])=[O:3].OC[C@H](NC(=O)OC(C)(C)C)C.C(N(CC)CC)C.CS(Cl)(=O)=O. Product: [CH3:1][S:2]([O:5][CH2:6][C@H:7]([NH:9][C:10]([O:12][C:13]([CH3:14])([CH3:16])[CH3:15])=[O:11])[CH3:8])(=[O:4])=[O:3]. The catalyst class is: 34. (2) Reactant: [CH3:1]C(C)([O-])C.[K+].C1COCC1.[CH3:12][C:13]1([CH3:25])[C:17]([CH3:19])([CH3:18])[O:16][B:15]([C:20]2[CH:24]=[CH:23][NH:22][N:21]=2)[O:14]1.CI. Product: [CH3:1][N:22]1[CH:23]=[CH:24][C:20]([B:15]2[O:16][C:17]([CH3:18])([CH3:19])[C:13]([CH3:25])([CH3:12])[O:14]2)=[N:21]1. The catalyst class is: 39. (3) Reactant: Cl.Cl.[CH:3]1([NH2+:9][C:10]2[C:14]3([CH2:19][CH2:18][NH2+:17][CH2:16][CH2:15]3)[N:13]([C:20]3[CH:25]=[CH:24][CH:23]=[C:22]([F:26])[CH:21]=3)[C:12](=[O:27])[N:11]=2)[CH2:8][CH2:7][CH2:6][CH2:5][CH2:4]1.C(N(C(C)C)CC)(C)C.[Br:37][C:38]1[CH:39]=[C:40]([CH:43]=[CH:44][CH:45]=1)[CH:41]=O.C(Cl)Cl. Product: [Br:37][C:38]1[CH:39]=[C:40]([CH:43]=[CH:44][CH:45]=1)[CH2:41][N:17]1[CH2:16][CH2:15][C:14]2([N:13]([C:20]3[CH:25]=[CH:24][CH:23]=[C:22]([F:26])[CH:21]=3)[C:12](=[O:27])[N:11]=[C:10]2[NH:9][CH:3]2[CH2:4][CH2:5][CH2:6][CH2:7][CH2:8]2)[CH2:19][CH2:18]1. The catalyst class is: 26. (4) Reactant: [OH:1][C:2]1[C:3]2[CH:11]=[N:10][CH:9]=[C:8]([C:12]([O:14]C)=O)[C:4]=2[N:5]=[CH:6][N:7]=1.[NH4+:16].[OH-]. Product: [OH:1][C:2]1[C:3]2[CH:11]=[N:10][CH:9]=[C:8]([C:12]([NH2:16])=[O:14])[C:4]=2[N:5]=[CH:6][N:7]=1. The catalyst class is: 5. (5) Reactant: [Cl:1][C:2]1[CH:7]=[CH:6][C:5]([CH2:8][N:9]2[CH2:13][CH2:12][S:11][C:10]2=[N:14][OH:15])=[CH:4][N:3]=1.C(N(CC)CC)C.[CH3:23][S:24](Cl)(=[O:26])=[O:25]. Product: [Cl:1][C:2]1[CH:7]=[CH:6][C:5]([CH2:8][N:9]2[CH2:13][CH2:12][S:11][C:10]2=[N:14][O:15][S:24]([CH3:23])(=[O:26])=[O:25])=[CH:4][N:3]=1. The catalyst class is: 10. (6) Product: [Br:10][C:11]1[CH:16]=[C:15]([O:17][CH2:7][CH3:8])[C:14]([O:18][CH2:19][O:20][CH3:21])=[C:13]([C:22]([CH3:23])([CH3:24])[CH3:25])[CH:12]=1. The catalyst class is: 10. Reactant: C(=O)([O-])[O-].[Cs+].[Cs+].[CH2:7](I)[CH3:8].[Br:10][C:11]1[CH:12]=[C:13]([C:22]([CH3:25])([CH3:24])[CH3:23])[C:14]([O:18][CH2:19][O:20][CH3:21])=[C:15]([OH:17])[CH:16]=1.C(OCC)(=O)C. (7) Reactant: [Cl:1][C:2]1[N:3]=[C:4]([N:14]2[CH2:19][CH2:18][O:17][CH2:16][CH2:15]2)[C:5]2[N:10]=[C:9]([C:11]([OH:13])=O)[S:8][C:6]=2[N:7]=1.C(Cl)(=O)C(Cl)=O.CCN(CC)CC.[NH:33]1[CH2:36][CH:35]([N:37]2[CH2:42][CH2:41][O:40][CH2:39][CH2:38]2)[CH2:34]1. Product: [Cl:1][C:2]1[N:3]=[C:4]([N:14]2[CH2:19][CH2:18][O:17][CH2:16][CH2:15]2)[C:5]2[N:10]=[C:9]([C:11]([N:33]3[CH2:36][CH:35]([N:37]4[CH2:42][CH2:41][O:40][CH2:39][CH2:38]4)[CH2:34]3)=[O:13])[S:8][C:6]=2[N:7]=1. The catalyst class is: 2. (8) Reactant: [CH2:1]([C:3](=[CH:13][S:14][C:15]1[CH:20]=[CH:19][CH:18]=[CH:17][CH:16]=1)[C:4]([NH:6][C:7]1[CH:12]=[CH:11][CH:10]=[CH:9][CH:8]=1)=O)[CH3:2].S(Cl)(Cl)=O.C1(C)C=CC=CC=1.[Na].[C:33]1([SH:39])[CH:38]=[CH:37][CH:36]=[CH:35][CH:34]=1. Product: [CH2:1]([C:3](=[CH:13][S:14][C:15]1[CH:20]=[CH:19][CH:18]=[CH:17][CH:16]=1)[C:4]([S:39][C:33]1[CH:38]=[CH:37][CH:36]=[CH:35][CH:34]=1)=[N:6][C:7]1[CH:12]=[CH:11][CH:10]=[CH:9][CH:8]=1)[CH3:2]. The catalyst class is: 3. (9) Reactant: [O:1]=[C:2]1[C:11]2[C:6](=[CH:7][CH:8]=[CH:9][CH:10]=2)[N:5]=[C:4]([C:12]([O:14]CC)=O)[NH:3]1.C1(C(C2C=CC=CC=2)(C2C=CC=CC=2)[N:24]2[CH:28]=[N:27][C:26]([CH2:29][CH2:30][CH2:31][O:32][C:33]3[CH:38]=[C:37]([CH2:39][NH2:40])[CH:36]=[CH:35][N:34]=3)=[N:25]2)C=CC=CC=1.C(N(C(C)C)CC)(C)C. Product: [O:1]=[C:2]1[C:11]2[C:6](=[CH:7][CH:8]=[CH:9][CH:10]=2)[N:5]=[C:4]([C:12]([NH:40][CH2:39][C:37]2[CH:36]=[CH:35][N:34]=[C:33]([O:32][CH2:31][CH2:30][CH2:29][C:26]3[N:27]=[CH:28][NH:24][N:25]=3)[CH:38]=2)=[O:14])[NH:3]1. The catalyst class is: 8.